This data is from Full USPTO retrosynthesis dataset with 1.9M reactions from patents (1976-2016). The task is: Predict the reactants needed to synthesize the given product. (1) The reactants are: [Br:1][C:2]1[CH:3]=[C:4]([CH2:8][NH2:9])[CH:5]=[CH:6][CH:7]=1.O=[C:11]1[CH2:16][CH2:15][N:14]([C:17]([O:19][C:20]([CH3:23])([CH3:22])[CH3:21])=[O:18])[CH2:13][CH2:12]1.C(O[BH-](OC(=O)C)OC(=O)C)(=O)C.[Na+].C(O)(=O)C. Given the product [Br:1][C:2]1[CH:3]=[C:4]([CH:5]=[CH:6][CH:7]=1)[CH2:8][NH:9][CH:11]1[CH2:16][CH2:15][N:14]([C:17]([O:19][C:20]([CH3:23])([CH3:22])[CH3:21])=[O:18])[CH2:13][CH2:12]1, predict the reactants needed to synthesize it. (2) Given the product [CH2:13]([N:12]([CH3:11])[CH2:6][CH2:5][P:4]([CH:7]([CH3:9])[CH3:8])([CH:1]([CH3:3])[CH3:2])=[O:10])[C:14]1[CH:19]=[CH:18][CH:17]=[CH:16][CH:15]=1, predict the reactants needed to synthesize it. The reactants are: [CH:1]([P:4](=[O:10])([CH:7]([CH3:9])[CH3:8])[CH:5]=[CH2:6])([CH3:3])[CH3:2].[CH3:11][NH:12][CH2:13][C:14]1[CH:19]=[CH:18][CH:17]=[CH:16][CH:15]=1. (3) Given the product [OH:8][NH:9][C:10](=[O:38])[C@H:11]([N:14]([CH2:28][C:29]1[CH:34]=[CH:33][C:32]2[O:35][CH2:36][O:37][C:31]=2[CH:30]=1)[S:15]([C:18]1[C:23]([CH3:24])=[CH:22][C:21]([O:25][CH3:26])=[CH:20][C:19]=1[CH3:27])(=[O:17])=[O:16])[CH2:12][OH:13], predict the reactants needed to synthesize it. The reactants are: C([O:8][NH:9][C:10](=[O:38])[C@H:11]([N:14]([CH2:28][C:29]1[CH:34]=[CH:33][C:32]2[O:35][CH2:36][O:37][C:31]=2[CH:30]=1)[S:15]([C:18]1[C:23]([CH3:24])=[CH:22][C:21]([O:25][CH3:26])=[CH:20][C:19]=1[CH3:27])(=[O:17])=[O:16])[CH2:12][OH:13])C1C=CC=CC=1. (4) Given the product [C:1]([O:5][C:6]([N:8]1[CH2:12][CH:11]([OH:13])[CH2:10][N:9]1[C:14]([O:16][CH2:17][C:18]1[CH:23]=[CH:22][CH:21]=[CH:20][CH:19]=1)=[O:15])=[O:7])([CH3:4])([CH3:2])[CH3:3], predict the reactants needed to synthesize it. The reactants are: [C:1]([O:5][C:6]([N:8]1[CH2:12][C:11](=[O:13])[CH2:10][N:9]1[C:14]([O:16][CH2:17][C:18]1[CH:23]=[CH:22][CH:21]=[CH:20][CH:19]=1)=[O:15])=[O:7])([CH3:4])([CH3:3])[CH3:2].CCOCC. (5) Given the product [CH3:14][N:1]1[C:11]2[C:6](=[CH:7][CH:8]=[CH:9][CH:10]=2)[C:4](=[O:5])[C:2]1=[O:3], predict the reactants needed to synthesize it. The reactants are: [NH:1]1[C:11]2[C:6](=[CH:7][CH:8]=[CH:9][CH:10]=2)[C:4](=[O:5])[C:2]1=[O:3].[H-].[Na+].[CH3:14]I.Cl. (6) The reactants are: Cl[C:2]1[CH:7]=[C:6]([CH3:8])[C:5]([N+:9]([O-:11])=[O:10])=[CH:4][N:3]=1.[CH2:12]([NH:19][CH2:20][C:21]1[CH:26]=[CH:25][CH:24]=[CH:23][CH:22]=1)[C:13]1[CH:18]=[CH:17][CH:16]=[CH:15][CH:14]=1.C(=O)([O-])[O-].[Na+].[Na+].Cl. Given the product [CH2:20]([N:19]([CH2:12][C:13]1[CH:18]=[CH:17][CH:16]=[CH:15][CH:14]=1)[C:2]1[CH:7]=[C:6]([CH3:8])[C:5]([N+:9]([O-:11])=[O:10])=[CH:4][N:3]=1)[C:21]1[CH:26]=[CH:25][CH:24]=[CH:23][CH:22]=1, predict the reactants needed to synthesize it.